Dataset: Full USPTO retrosynthesis dataset with 1.9M reactions from patents (1976-2016). Task: Predict the reactants needed to synthesize the given product. (1) Given the product [C:12]1([CH:11]([C:18]2[CH:23]=[CH:22][CH:21]=[CH:20][CH:19]=2)[N:9]2[CH2:10][C@H:7]([NH2:1])[C@@H:8]2[CH2:24][CH3:25])[CH:17]=[CH:16][CH:15]=[CH:14][CH:13]=1, predict the reactants needed to synthesize it. The reactants are: [NH3:1].CS(O[C@H:7]1[CH2:10][N:9]([CH:11]([C:18]2[CH:23]=[CH:22][CH:21]=[CH:20][CH:19]=2)[C:12]2[CH:17]=[CH:16][CH:15]=[CH:14][CH:13]=2)[C@H:8]1[CH2:24][CH3:25])(=O)=O. (2) Given the product [C:22]([CH:21]([C:24]1([CH3:28])[CH2:27][O:26][CH2:25]1)[NH:20][C:10]([C:7]1[CH:6]=[C:5]([O:13][C@@H:14]([CH3:19])[C:15]([F:18])([F:17])[F:16])[C:4]([CH:1]2[CH2:2][CH2:3]2)=[CH:9][N:8]=1)=[O:12])#[N:23], predict the reactants needed to synthesize it. The reactants are: [CH:1]1([C:4]2[C:5]([O:13][C@@H:14]([CH3:19])[C:15]([F:18])([F:17])[F:16])=[CH:6][C:7]([C:10]([OH:12])=O)=[N:8][CH:9]=2)[CH2:3][CH2:2]1.[NH2:20][CH:21]([C:24]1([CH3:28])[CH2:27][O:26][CH2:25]1)[C:22]#[N:23]. (3) Given the product [Cl:18][C:19]1[C:24]([Cl:25])=[CH:23][CH:22]=[CH:21][C:20]=1[O:26][C@H:27]1[CH2:28][C@H:29]([NH:31][CH2:15][C:9]2[C:10]3[N:11]([CH:12]=[CH:13][N:14]=3)[C:6]([CH2:5][O:4][CH2:3][O:2][CH3:1])=[CH:7][CH:8]=2)[CH2:30]1, predict the reactants needed to synthesize it. The reactants are: [CH3:1][O:2][CH2:3][O:4][CH2:5][C:6]1[N:11]2[CH:12]=[CH:13][N:14]=[C:10]2[C:9]([CH:15]=O)=[CH:8][CH:7]=1.Cl.[Cl:18][C:19]1[C:24]([Cl:25])=[CH:23][CH:22]=[CH:21][C:20]=1[O:26][C@H:27]1[CH2:30][C@H:29]([NH2:31])[CH2:28]1.CCN(C(C)C)C(C)C.C(O[BH-](OC(=O)C)OC(=O)C)(=O)C.[Na+]. (4) Given the product [CH2:25]([NH:26][C:29](=[O:31])[N:26]([CH2:25][C:16]1[CH:17]=[C:18]([C:21]([F:24])([F:23])[F:22])[CH:19]=[CH:20][C:15]=1[C:9]1[C:10]([O:13][CH3:14])=[CH:11][CH:12]=[C:7]([CH:5]([CH3:6])[C:4]([OH:3])=[O:39])[CH:8]=1)[CH2:27][CH3:28])[C:16]1[CH:17]=[CH:18][CH:19]=[CH:20][CH:15]=1, predict the reactants needed to synthesize it. The reactants are: C([O:3][C:4](=[O:39])[CH:5]([C:7]1[CH:8]=[C:9]([C:15]2[CH:20]=[CH:19][C:18]([C:21]([F:24])([F:23])[F:22])=[CH:17][C:16]=2[CH2:25][N:26]([C:29]([O:31]CC2C=CC=CC=2)=O)[CH2:27][CH3:28])[C:10]([O:13][CH3:14])=[CH:11][CH:12]=1)[CH3:6])C. (5) The reactants are: [CH2:1]([N:3]1[C:7]([C:8]2[CH:9]=[C:10]([C:14]([O:16][CH3:17])=[O:15])[O:11][C:12]=2[CH3:13])=[CH:6][CH:5]=[N:4]1)[CH3:2].C1C(=O)N([Cl:25])C(=O)C1. Given the product [Cl:25][C:6]1[CH:5]=[N:4][N:3]([CH2:1][CH3:2])[C:7]=1[C:8]1[CH:9]=[C:10]([C:14]([O:16][CH3:17])=[O:15])[O:11][C:12]=1[CH3:13], predict the reactants needed to synthesize it. (6) Given the product [CH:1]1[C:10]2[C:5](=[CH:6][CH:7]=[CH:8][CH:9]=2)[CH:4]=[CH:3][C:2]=1[C@:11]1([C:26]([OH:28])=[O:27])[CH2:13][C:12]1([C:20]1[CH:21]=[CH:22][CH:23]=[CH:24][CH:25]=1)[C:14]1[CH:19]=[CH:18][CH:17]=[CH:16][CH:15]=1, predict the reactants needed to synthesize it. The reactants are: [CH:1]1[C:10]2[C:5](=[CH:6][CH:7]=[CH:8][CH:9]=2)[CH:4]=[CH:3][C:2]=1[C@:11]1([C:26]([O:28]C)=[O:27])[CH2:13][C:12]1([C:20]1[CH:25]=[CH:24][CH:23]=[CH:22][CH:21]=1)[C:14]1[CH:19]=[CH:18][CH:17]=[CH:16][CH:15]=1.CC([O-])(C)C.[K+]. (7) Given the product [F:1][C:2]1[CH:3]=[C:4]([CH:51]=[CH:52][CH:53]=1)[CH2:5][N:6]1[CH:10]=[C:9]([C:11]2[C:19]3[C:14](=[N:15][CH:16]=[C:17]([C:20]4[C:25]([O:26][CH3:27])=[N:24][C:23]([N:28]5[CH2:33][CH2:32][NH:31][CH2:30][CH2:29]5)=[CH:22][CH:21]=4)[CH:18]=3)[N:13]([S:41]([C:44]3[CH:50]=[CH:49][C:47]([CH3:48])=[CH:46][CH:45]=3)(=[O:43])=[O:42])[CH:12]=2)[CH:8]=[N:7]1, predict the reactants needed to synthesize it. The reactants are: [F:1][C:2]1[CH:3]=[C:4]([CH:51]=[CH:52][CH:53]=1)[CH2:5][N:6]1[CH:10]=[C:9]([C:11]2[C:19]3[C:14](=[N:15][CH:16]=[C:17]([C:20]4[CH:21]=[CH:22][C:23]([N:28]5[CH2:33][CH2:32][N:31](C(OC(C)(C)C)=O)[CH2:30][CH2:29]5)=[N:24][C:25]=4[O:26][CH3:27])[CH:18]=3)[N:13]([S:41]([C:44]3[CH:50]=[CH:49][C:47]([CH3:48])=[CH:46][CH:45]=3)(=[O:43])=[O:42])[CH:12]=2)[CH:8]=[N:7]1.